From a dataset of Experimentally validated miRNA-target interactions with 360,000+ pairs, plus equal number of negative samples. Binary Classification. Given a miRNA mature sequence and a target amino acid sequence, predict their likelihood of interaction. The protein sequence of the target gene is MPAAGPPLLLLGTPGSGKTALLFAAALEAAGEGQGPVLFLTRRPLQSMPRGTGTTLDPMRLQKIRFQYPPSTRELFRLLCSAHEAPGPAPSLLLLDGLEEYLAEDPEPQEAAYLIALLLDTAAHFSHRLGPGRDCGLMVALQTQEEAGSGDVLHLALLQRYFPAQCWLQPDAPGPGEHGLRACLEPGGLGPRTEWWVTFRSDGEMMIAPWPTQAGDPSSGKGSSSGGQP. The miRNA is mmu-miR-1a-3p with sequence UGGAAUGUAAAGAAGUAUGUAU. Result: 0 (no interaction).